Dataset: Catalyst prediction with 721,799 reactions and 888 catalyst types from USPTO. Task: Predict which catalyst facilitates the given reaction. (1) Reactant: Cl[CH2:2][C:3]([NH:5][C:6]1[CH:11]=[CH:10][C:9]([O:12][CH3:13])=[CH:8][C:7]=1[OH:14])=[O:4].C(=O)([O-])[O-].[K+].[K+]. Product: [CH3:13][O:12][C:9]1[CH:10]=[CH:11][C:6]2[NH:5][C:3](=[O:4])[CH2:2][O:14][C:7]=2[CH:8]=1. The catalyst class is: 21. (2) Reactant: C(OC(=O)[NH:7][C@H:8]1[CH2:12][CH2:11][N:10]([C:13]2[C:14]3[N:15]([N:19]=[CH:20][CH:21]=3)[CH:16]=[CH:17][N:18]=2)[CH2:9]1)(C)(C)C.Cl. Product: [N:19]1[N:15]2[CH:16]=[CH:17][N:18]=[C:13]([N:10]3[CH2:11][CH2:12][C@H:8]([NH2:7])[CH2:9]3)[C:14]2=[CH:21][CH:20]=1. The catalyst class is: 12. (3) Reactant: [C:1]1([C:7]2[N:8]=[C:9]3[CH:14]=[C:13]([NH:15][C:16](=[O:22])[O:17][C:18]([CH3:21])([CH3:20])[CH3:19])[CH:12]=[CH:11][N:10]3[CH:23]=2)[CH:6]=[CH:5][CH:4]=[CH:3][CH:2]=1.[H-].[Na+].Br[CH2:27][CH2:28][F:29]. Product: [F:29][CH2:28][CH2:27][N:15]([C:13]1[CH:12]=[CH:11][N:10]2[CH:23]=[C:7]([C:1]3[CH:2]=[CH:3][CH:4]=[CH:5][CH:6]=3)[N:8]=[C:9]2[CH:14]=1)[C:16](=[O:22])[O:17][C:18]([CH3:19])([CH3:20])[CH3:21]. The catalyst class is: 174. (4) Reactant: [F:1][C@H:2]([C:12]1[CH:17]=[CH:16][CH:15]=[CH:14][C:13]=1[F:18])[CH2:3][O:4][C@H:5]1[CH2:10][CH2:9][C@H:8]([NH2:11])[CH2:7][CH2:6]1.CS[C:21]1[N:26]=[C:25]([OH:27])[N:24]=[C:23]2[NH:28][N:29]=[CH:30][C:22]=12. Product: [F:1][C@H:2]([C:12]1[CH:17]=[CH:16][CH:15]=[CH:14][C:13]=1[F:18])[CH2:3][O:4][C@H:5]1[CH2:10][CH2:9][C@H:8]([NH:11][C:21]2[N:26]=[C:25]([OH:27])[N:24]=[C:23]3[NH:28][N:29]=[CH:30][C:22]=23)[CH2:7][CH2:6]1. The catalyst class is: 378. (5) Reactant: [F:1][C:2]1[CH:7]=[C:6]([N:8]2[CH2:13][CH2:12][CH:11]([C:14]([OH:17])([CH3:16])[CH3:15])[CH2:10][CH2:9]2)[CH:5]=[CH:4][C:3]=1[C:18]1[C:23]([C:24]([F:27])([F:26])[F:25])=[CH:22][C:21]([F:28])=[C:20]([CH2:29][O:30][C:31]2[N:36]=[CH:35][C:34]3[C@@H:37]4[C@@H:40]([C:41]([O:43]CC)=[O:42])[C@@H:38]4[CH2:39][C:33]=3[CH:32]=2)[CH:19]=1.[Li+].[OH-].O. Product: [F:1][C:2]1[CH:7]=[C:6]([N:8]2[CH2:9][CH2:10][CH:11]([C:14]([OH:17])([CH3:16])[CH3:15])[CH2:12][CH2:13]2)[CH:5]=[CH:4][C:3]=1[C:18]1[C:23]([C:24]([F:26])([F:25])[F:27])=[CH:22][C:21]([F:28])=[C:20]([CH2:29][O:30][C:31]2[N:36]=[CH:35][C:34]3[C@@H:37]4[C@@H:40]([C:41]([OH:43])=[O:42])[C@@H:38]4[CH2:39][C:33]=3[CH:32]=2)[CH:19]=1. The catalyst class is: 636. (6) Reactant: [O:1]1CCO[CH:2]1[CH2:6][N:7]1[C:16]2[C:11](=[CH:12][CH:13]=[CH:14][N:15]=2)[CH:10]=[CH:9][C:8]1=[O:17].FC(F)(F)C(O)=O. Product: [O:17]=[C:8]1[CH:9]=[CH:10][C:11]2[C:16](=[N:15][CH:14]=[CH:13][CH:12]=2)[N:7]1[CH2:6][CH:2]=[O:1]. The catalyst class is: 6.